From a dataset of Peptide-MHC class II binding affinity with 134,281 pairs from IEDB. Regression. Given a peptide amino acid sequence and an MHC pseudo amino acid sequence, predict their binding affinity value. This is MHC class II binding data. (1) The peptide sequence is FKAAVAAAANAPPAD. The MHC is DRB3_0101 with pseudo-sequence DRB3_0101. The binding affinity (normalized) is 0.0498. (2) The peptide sequence is AFSPEVIPMFSALSEGA. The MHC is HLA-DQA10401-DQB10402 with pseudo-sequence HLA-DQA10401-DQB10402. The binding affinity (normalized) is 0.506. (3) The peptide sequence is PVVHFFKNIVTPRTPPY. The MHC is DRB3_0101 with pseudo-sequence DRB3_0101. The binding affinity (normalized) is 0.440.